Dataset: Full USPTO retrosynthesis dataset with 1.9M reactions from patents (1976-2016). Task: Predict the reactants needed to synthesize the given product. (1) Given the product [CH3:19][C:14]1([CH3:20])[C:15]([CH3:18])([CH3:17])[O:16][B:12]([C:2]2[CH:11]=[CH:10][C:5]3[NH:6][C:7](=[O:9])[S:8][C:4]=3[CH:3]=2)[O:13]1, predict the reactants needed to synthesize it. The reactants are: Br[C:2]1[CH:11]=[CH:10][C:5]2[NH:6][C:7](=[O:9])[S:8][C:4]=2[CH:3]=1.[B:12]1([B:12]2[O:16][C:15]([CH3:18])([CH3:17])[C:14]([CH3:20])([CH3:19])[O:13]2)[O:16][C:15]([CH3:18])([CH3:17])[C:14]([CH3:20])([CH3:19])[O:13]1.C(P(C12CC3CC(CC(C3)C1)C2)C12CC3CC(CC(C3)C1)C2)CCC.C(O[K])(C)=O. (2) The reactants are: Br[C:2]1[CH:3]=[C:4]2[C:9](=[CH:10][C:11]=1[F:12])[N:8]=[C:7]([C:13]([O:15][CH2:16][CH3:17])=[O:14])[CH:6]=[CH:5]2.[OH:18][C:19]1[CH:24]=[CH:23][C:22](B(O)O)=[CH:21][CH:20]=1.C1(P(C2C=CC=CC=2)C2C=CC=CC=2)C=CC=CC=1.P([O-])([O-])([O-])=O.[K+].[K+].[K+]. Given the product [F:12][C:11]1[CH:10]=[C:9]2[C:4]([CH:5]=[CH:6][C:7]([C:13]([O:15][CH2:16][CH3:17])=[O:14])=[N:8]2)=[CH:3][C:2]=1[C:22]1[CH:23]=[CH:24][C:19]([OH:18])=[CH:20][CH:21]=1, predict the reactants needed to synthesize it. (3) Given the product [F:39][CH:2]([F:1])[O:3][C:4]1[CH:5]=[C:6]([CH:14]([C:23]2[CH:28]=[CH:27][C:26]([C:29]([OH:38])([C:34]([F:37])([F:35])[F:36])[C:30]([F:31])([F:33])[F:32])=[CH:25][CH:24]=2)[CH2:15][C:16]2[CH:21]=[CH:20][C:19](=[O:42])[NH:18][CH:17]=2)[CH:7]=[CH:8][C:9]=1[O:10][CH:11]([F:12])[F:13], predict the reactants needed to synthesize it. The reactants are: [F:1][CH:2]([F:39])[O:3][C:4]1[CH:5]=[C:6]([CH:14]([C:23]2[CH:28]=[CH:27][C:26]([C:29]([OH:38])([C:34]([F:37])([F:36])[F:35])[C:30]([F:33])([F:32])[F:31])=[CH:25][CH:24]=2)[CH2:15][C:16]2[CH:17]=[N+:18]([O-])[CH:19]=[CH:20][CH:21]=2)[CH:7]=[CH:8][C:9]=1[O:10][CH:11]([F:13])[F:12].C(OC(=O)C)(=[O:42])C. (4) Given the product [CH3:9][O:8][C:4]1[CH:3]=[C:2]([C:15]2[CH:16]=[CH:17][C:12]([O:11][CH3:10])=[CH:13][CH:14]=2)[CH:7]=[CH:6][CH:5]=1, predict the reactants needed to synthesize it. The reactants are: Cl[C:2]1[CH:3]=[C:4]([O:8][CH3:9])[CH:5]=[CH:6][CH:7]=1.[CH3:10][O:11][C:12]1[CH:17]=[CH:16][C:15](B(O)O)=[CH:14][CH:13]=1.[F-].[K+]. (5) Given the product [OH:28][C@@H:18]1[CH2:19][C@H:20]2[C@:21]([CH3:27])([CH2:22][CH2:23][C@@H:24]([O:26][S:37]([C:34]3[CH:35]=[CH:36][C:31]([CH3:41])=[CH:32][CH:33]=3)(=[O:39])=[O:38])[CH2:25]2)[C@@H:16]2[C@@H:17]1[C@H:12]1[C@:13]([CH3:30])([C@@H:14]([OH:29])[CH2:15]2)[C@@H:9]([C@H:2]([CH3:1])[CH2:3][CH2:4][C:5]([O:7][CH3:8])=[O:6])[CH2:10][CH2:11]1, predict the reactants needed to synthesize it. The reactants are: [CH3:1][CH:2]([CH:9]1[C:13]2([CH3:30])[CH:14]([OH:29])[CH2:15][CH:16]3[C:21]4([CH3:27])[CH2:22][CH2:23][CH:24]([OH:26])[CH2:25][CH:20]4[CH2:19][CH:18]([OH:28])[CH:17]3[CH:12]2[CH2:11][CH2:10]1)[CH2:3][CH2:4][C:5]([O:7][CH3:8])=[O:6].[C:31]1([CH3:41])[CH:36]=[CH:35][C:34]([S:37](Cl)(=[O:39])=[O:38])=[CH:33][CH:32]=1.CC(OC)(C)C.Cl.